This data is from Forward reaction prediction with 1.9M reactions from USPTO patents (1976-2016). The task is: Predict the product of the given reaction. (1) Given the reactants Cl[C:2]1[C:10]2[C:6](=[N:7][O:8][N:9]=2)[C:5]([N+:11]([O-:13])=[O:12])=[CH:4][CH:3]=1.CN(C=O)C.C(=O)([O-])[O-].[K+].[K+].[SH:25][C:26]1[CH:27]=[CH:28][CH:29]=[C:30]2[C:35]=1[N:34]=[CH:33][CH:32]=[CH:31]2, predict the reaction product. The product is: [N+:11]([C:5]1[C:6]2=[N:7][O:8][N:9]=[C:10]2[C:2]([S:25][C:26]2[CH:27]=[CH:28][CH:29]=[C:30]3[C:35]=2[N:34]=[CH:33][CH:32]=[CH:31]3)=[CH:3][CH:4]=1)([O-:13])=[O:12]. (2) Given the reactants [NH2:1][C@@H:2]1[O:10][C@H:9]([CH2:11][OH:12])[C@H:7]([OH:8])[C@H:5]([OH:6])[C@H:3]1[OH:4].[NH:13](C(OCC1C2C(=CC=CC=2)C2C1=CC=CC=2)=O)[C@H:14]([C:27](OC1C(F)=C(F)C(F)=C(F)C=1F)=[O:28])[CH2:15][CH2:16][CH2:17][CH2:18][NH:19]C(OC(C)(C)C)=O.[C:58]([OH:82])(=O)[CH2:59][CH2:60][CH2:61][CH2:62][CH2:63][CH2:64][CH2:65][CH2:66][C:67]#[C:68][C:69]#[C:70][CH2:71][CH2:72][CH2:73][CH2:74][CH2:75][CH2:76][CH2:77][CH2:78][CH2:79][CH3:80].C(N=C=NCCCN(C)C)C, predict the reaction product. The product is: [C:58]([O:12][CH2:11][CH:9]1[CH:7]([OH:8])[CH:5]([OH:6])[CH:3]([OH:4])[CH:2]([NH:1][C:27](=[O:28])[CH:14]([NH2:13])[CH2:15][CH2:16][CH2:17][CH2:18][NH2:19])[O:10]1)(=[O:82])[CH2:59][CH2:60][CH2:61][CH2:62][CH2:63][CH2:64][CH2:65][CH2:66][C:67]#[C:68][C:69]#[C:70][CH2:71][CH2:72][CH2:73][CH2:74][CH2:75][CH2:76][CH2:77][CH2:78][CH2:79][CH3:80]. (3) Given the reactants [Cl:1][C:2]1[C:3]([O:12][C:13]2[CH:18]=[C:17]([O:19][CH2:20][CH2:21][O:22][CH3:23])[CH:16]=[CH:15][C:14]=2/[CH:24]=[C:25](\[CH3:29])/[C:26]([OH:28])=O)=[N:4][CH:5]=[C:6]([C:8]([F:11])([F:10])[F:9])[CH:7]=1.Cl.C(N=C=NCCCN(C)C)C.[CH3:42][O:43][CH2:44][CH2:45][CH2:46][NH:47][S:48]([NH2:51])(=[O:50])=[O:49].Cl, predict the reaction product. The product is: [Cl:1][C:2]1[C:3]([O:12][C:13]2[CH:18]=[C:17]([O:19][CH2:20][CH2:21][O:22][CH3:23])[CH:16]=[CH:15][C:14]=2/[CH:24]=[C:25](\[CH3:29])/[C:26]([NH:51][S:48]([NH:47][CH2:46][CH2:45][CH2:44][O:43][CH3:42])(=[O:50])=[O:49])=[O:28])=[N:4][CH:5]=[C:6]([C:8]([F:11])([F:10])[F:9])[CH:7]=1. (4) The product is: [Br:1][C:2]1[CH:3]=[N:4][CH:5]=[C:6]([O:10][CH3:9])[CH:7]=1. Given the reactants [Br:1][C:2]1[CH:3]=[N:4][CH:5]=[C:6](Br)[CH:7]=1.[CH3:9][O-:10].[Na+].CO, predict the reaction product. (5) Given the reactants [NH2:1][C:2]1[CH:3]=[C:4]([CH:9]=[CH:10][N:11]=1)[C:5]([O:7][CH3:8])=[O:6].[CH3:12][N:13](C(OC)OC)C.CO, predict the reaction product. The product is: [N:1]1[CH:12]=[N:13][N:11]2[CH:10]=[CH:9][C:4]([C:5]([O:7][CH3:8])=[O:6])=[CH:3][C:2]=12.